This data is from Forward reaction prediction with 1.9M reactions from USPTO patents (1976-2016). The task is: Predict the product of the given reaction. (1) Given the reactants Cl[C:2]1[CH:40]=[CH:39][C:5]([C:6]([NH:8][C:9]2[N:10]=[C:11]3[CH:16]=[CH:15][C:14]([O:17][C:18]4[CH:23]=[CH:22][CH:21]=[C:20]([NH:24][C:25](=[O:37])[C:26]5[CH:31]=[CH:30][CH:29]=[C:28]([C:32]6([C:35]#[N:36])[CH2:34][CH2:33]6)[CH:27]=5)[CH:19]=4)=[N:13][N:12]3[CH:38]=2)=[O:7])=[CH:4][N:3]=1.C(=O)([O-])O.[Na+].[CH3:46][N:47](C)C=O, predict the reaction product. The product is: [C:46]([C:2]1[CH:40]=[CH:39][C:5]([C:6]([NH:8][C:9]2[N:10]=[C:11]3[CH:16]=[CH:15][C:14]([O:17][C:18]4[CH:23]=[CH:22][CH:21]=[C:20]([NH:24][C:25](=[O:37])[C:26]5[CH:31]=[CH:30][CH:29]=[C:28]([C:32]6([C:35]#[N:36])[CH2:34][CH2:33]6)[CH:27]=5)[CH:19]=4)=[N:13][N:12]3[CH:38]=2)=[O:7])=[CH:4][N:3]=1)#[N:47]. (2) Given the reactants [C:1]([O:4][C:5]1[CH:10]=[CH:9][CH:8]=[C:7]([C:11](Cl)=[O:12])[C:6]=1[CH3:14])(=[O:3])[CH3:2].C([O-])([O-])=O.[Na+].[Na+].[C:21]1(B(O)O)[CH:26]=[CH:25][CH:24]=[CH:23][CH:22]=1.CC(C)=O, predict the reaction product. The product is: [C:1]([O:4][C:5]1[CH:10]=[CH:9][CH:8]=[C:7]([C:11](=[O:12])[C:21]2[CH:26]=[CH:25][CH:24]=[CH:23][CH:22]=2)[C:6]=1[CH3:14])(=[O:3])[CH3:2].